This data is from Catalyst prediction with 721,799 reactions and 888 catalyst types from USPTO. The task is: Predict which catalyst facilitates the given reaction. Reactant: Cl.Cl[CH2:3][C:4]1[C:13]2[C:8](=[CH:9][CH:10]=[CH:11][CH:12]=2)[N:7]=[C:6]([C:14]2[CH:19]=[CH:18][CH:17]=[CH:16][CH:15]=2)[CH:5]=1.[C:20]([O-:23])([O-])=O.[Cs+].[Cs+].[C:26]([O-:29])(O)=O.[Na+]. Product: [C:14]1([C:6]2[CH:5]=[C:4]([CH2:3][O:29][C:26]3[CH:12]=[CH:13][C:4]([CH2:20][OH:23])=[CH:5][CH:6]=3)[C:13]3[C:8](=[CH:9][CH:10]=[CH:11][CH:12]=3)[N:7]=2)[CH:19]=[CH:18][CH:17]=[CH:16][CH:15]=1. The catalyst class is: 3.